This data is from Forward reaction prediction with 1.9M reactions from USPTO patents (1976-2016). The task is: Predict the product of the given reaction. (1) Given the reactants C[O:2][C:3]1[C:12]2[CH2:11][CH2:10][C:9]([CH3:14])([CH3:13])[CH2:8][C:7]=2[C:6]2[C:15]3[C:16](=[C:18]([NH:22][CH2:23][CH2:24][N:25]4[CH2:30][CH2:29][O:28][CH2:27][CH2:26]4)[N:19]=[CH:20][N:21]=3)[O:17][C:5]=2[N:4]=1.[OH-].[Na+], predict the reaction product. The product is: [CH3:13][C:9]1([CH3:14])[CH2:10][CH2:11][C:12]2[C:3]([OH:2])=[N:4][C:5]3[O:17][C:16]4[C:18]([NH:22][CH2:23][CH2:24][N:25]5[CH2:30][CH2:29][O:28][CH2:27][CH2:26]5)=[N:19][CH:20]=[N:21][C:15]=4[C:6]=3[C:7]=2[CH2:8]1. (2) Given the reactants [CH:1]1([CH:4]([C:11]2[CH:16]=[CH:15][CH:14]=[C:13]([CH2:17][O:18][C:19]3[CH:20]=[N:21][C:22]([C:30]4[CH:35]=[C:34]([OH:36])[CH:33]=[CH:32][C:31]=4[F:37])=[C:23]([CH2:25][C:26]([CH3:29])([CH3:28])[CH3:27])[CH:24]=3)[CH:12]=2)[CH2:5][C:6]([O:8][CH2:9][CH3:10])=[O:7])[CH2:3][CH2:2]1.C(=O)([O-])[O-].[Cs+].[Cs+].I[CH2:45][CH3:46].O, predict the reaction product. The product is: [CH:1]1([CH:4]([C:11]2[CH:16]=[CH:15][CH:14]=[C:13]([CH2:17][O:18][C:19]3[CH:20]=[N:21][C:22]([C:30]4[CH:35]=[C:34]([O:36][CH2:45][CH3:46])[CH:33]=[CH:32][C:31]=4[F:37])=[C:23]([CH2:25][C:26]([CH3:29])([CH3:28])[CH3:27])[CH:24]=3)[CH:12]=2)[CH2:5][C:6]([O:8][CH2:9][CH3:10])=[O:7])[CH2:3][CH2:2]1. (3) Given the reactants Cl[C:2]1[N:20]=[C:5]2[C:6]([NH:10][CH2:11][C:12]3[CH:17]=[CH:16][CH:15]=[C:14]([O:18][CH3:19])[CH:13]=3)=[CH:7][CH:8]=[CH:9][N:4]2[N:3]=1.[NH2:21][C:22]1[CH:23]=[CH:24][C:25]([O:28][CH3:29])=[N:26][CH:27]=1, predict the reaction product. The product is: [CH3:19][O:18][C:14]1[CH:13]=[C:12]([CH:17]=[CH:16][CH:15]=1)[CH2:11][NH:10][C:6]1[C:5]2[N:4]([N:3]=[C:2]([NH:21][C:22]3[CH:27]=[N:26][C:25]([O:28][CH3:29])=[CH:24][CH:23]=3)[N:20]=2)[CH:9]=[CH:8][CH:7]=1. (4) Given the reactants Cl[CH2:2][C:3]1[S:7][C:6]([C:8]2[NH:9][C:10]3[C:15]([CH:16]=2)=[CH:14][CH:13]=[CH:12][C:11]=3[N:17]([CH3:26])[S:18]([C:21]2[S:22][CH:23]=[CH:24][CH:25]=2)(=[O:20])=[O:19])=[N:5][CH:4]=1.[N:27]1([CH2:33][C:34]([O:36][CH2:37][CH3:38])=[O:35])[CH2:32][CH2:31][NH:30][CH2:29][CH2:28]1.C(N(CC)CC)C.O, predict the reaction product. The product is: [CH2:37]([O:36][C:34](=[O:35])[CH2:33][N:27]1[CH2:32][CH2:31][N:30]([CH2:2][C:3]2[S:7][C:6]([C:8]3[NH:9][C:10]4[C:15]([CH:16]=3)=[CH:14][CH:13]=[CH:12][C:11]=4[N:17]([CH3:26])[S:18]([C:21]3[S:22][CH:23]=[CH:24][CH:25]=3)(=[O:20])=[O:19])=[N:5][CH:4]=2)[CH2:29][CH2:28]1)[CH3:38]. (5) Given the reactants [Cl:1][C:2]1[N:3]2[C:7]([N:8]=[C:9]3[CH2:15][CH2:14][NH:13][CH2:12][CH2:11][C:10]=13)=[CH:6][CH:5]=[N:4]2.C=O.[C:18](O[BH-](OC(=O)C)OC(=O)C)(=O)C.[Na+], predict the reaction product. The product is: [Cl:1][C:2]1[N:3]2[C:7]([N:8]=[C:9]3[CH2:15][CH2:14][N:13]([CH3:18])[CH2:12][CH2:11][C:10]=13)=[CH:6][CH:5]=[N:4]2. (6) Given the reactants [C:1]([C:4]1[CH:9]=[CH:8][CH:7]=[CH:6][N:5]=1)(=O)[CH3:2].[CH3:10][C:11]1[C:16]([CH3:17])=[C:15]([NH2:18])[C:14]([CH3:19])=[C:13]([CH3:20])[C:12]=1[NH2:21], predict the reaction product. The product is: [CH3:17][C:16]1[C:11]([CH3:10])=[C:12]([NH2:21])[C:13]([CH3:20])=[C:14]([CH3:19])[C:15]=1[N:18]=[C:1]([C:4]1[CH:9]=[CH:8][CH:7]=[CH:6][N:5]=1)[CH3:2].